From a dataset of Catalyst prediction with 721,799 reactions and 888 catalyst types from USPTO. Predict which catalyst facilitates the given reaction. (1) Reactant: [Cl:1][C:2]1[CH:3]=[C:4]([CH:9]=[C:10](Cl)[N:11]=1)[C:5]([O:7][CH3:8])=[O:6].[CH3:13][S:14]([NH2:17])(=[O:16])=[O:15].P([O-])([O-])([O-])=O.[K+].[K+].[K+].CC1(C)C2C(=C(P(C3C=CC=CC=3)C3C=CC=CC=3)C=CC=2)OC2C(P(C3C=CC=CC=3)C3C=CC=CC=3)=CC=CC1=2. Product: [Cl:1][C:2]1[CH:3]=[C:4]([CH:9]=[C:10]([NH:17][S:14]([CH3:13])(=[O:16])=[O:15])[N:11]=1)[C:5]([O:7][CH3:8])=[O:6]. The catalyst class is: 62. (2) Reactant: [CH3:1][C:2]([CH3:7])=[CH:3][C:4](=[O:6])[CH3:5].FC(F)(F)S(O[Si:14]([C:17]([CH3:20])([CH3:19])[CH3:18])([CH3:16])[CH3:15])(=O)=O. Product: [C:17]([Si:14]([CH3:16])([CH3:15])[O:6][C:4]([CH:3]=[C:2]([CH3:7])[CH3:1])=[CH2:5])([CH3:20])([CH3:19])[CH3:18]. The catalyst class is: 7. (3) Reactant: CC(OC([NH:8][C@@H:9]([C:16]([OH:18])=O)[C:10]1[CH:15]=[CH:14][CH:13]=[CH:12][CH:11]=1)=O)(C)C.[CH3:19][N:20]1[CH2:25][CH2:24][CH:23]([N:26]2[CH2:31][CH2:30][NH:29][CH2:28][CH2:27]2)[CH2:22][CH2:21]1.F[P-](F)(F)(F)(F)F.[N:39]1(O[P+](N(C)C)(N(C)C)N(C)C)C2C=CC=CC=2N=N1.C([O-])(O)=O.[Na+].[Cl:64][C:65]1[CH:70]=[CH:69][C:68]([N:71]=[C:72]=[S:73])=[CH:67][CH:66]=1. Product: [CH3:19][N:20]1[CH2:21][CH2:22][CH:23]([N:26]2[CH2:31][CH2:30][N:29]([NH:39][C:16](=[O:18])[CH:9]([C:10]3[CH:15]=[CH:14][CH:13]=[CH:12][CH:11]=3)[NH:8][C:72]([NH:71][C:68]3[CH:69]=[CH:70][C:65]([Cl:64])=[CH:66][CH:67]=3)=[S:73])[CH2:28][CH2:27]2)[CH2:24][CH2:25]1. The catalyst class is: 31. (4) Reactant: [C:1]([C:4]1[CH:9]=[CH:8][N:7]=[CH:6][CH:5]=1)(=[O:3])[CH3:2].C[Si]([N-][Si](C)(C)C)(C)C.[Li+].[CH3:20][O:21][CH:22]([O:27][CH3:28])[C:23](OC)=[O:24]. Product: [CH3:20][O:21][CH:22]([O:27][CH3:28])[C:23](=[O:24])[CH2:2][C:1]([C:4]1[CH:9]=[CH:8][N:7]=[CH:6][CH:5]=1)=[O:3]. The catalyst class is: 188. (5) Reactant: [Cl:1][C:2]1[CH:3]=[C:4]([C:8]2[O:9][N:10]=[C:11]3[CH:16]=[CH:15][C:14]([CH:17]4OCC[O:18]4)=[CH:13][C:12]=23)[CH:5]=[CH:6][CH:7]=1. Product: [Cl:1][C:2]1[CH:3]=[C:4]([C:8]2[O:9][N:10]=[C:11]3[CH:16]=[CH:15][C:14]([CH:17]=[O:18])=[CH:13][C:12]=23)[CH:5]=[CH:6][CH:7]=1. The catalyst class is: 209. (6) Reactant: [NH2:1][C:2]1[CH:3]=[C:4]([CH:19]=[CH:20][CH:21]=1)[O:5][C:6]1[CH:7]=[CH:8][C:9]2[N:10]([CH:12]=[C:13]([NH:15][C:16](=[O:18])[CH3:17])[N:14]=2)[N:11]=1.[CH:22]1([C:25](Cl)=[O:26])[CH2:24][CH2:23]1. Product: [C:16]([NH:15][C:13]1[N:14]=[C:9]2[CH:8]=[CH:7][C:6]([O:5][C:4]3[CH:3]=[C:2]([NH:1][C:25]([CH:22]4[CH2:24][CH2:23]4)=[O:26])[CH:21]=[CH:20][CH:19]=3)=[N:11][N:10]2[CH:12]=1)(=[O:18])[CH3:17]. The catalyst class is: 80. (7) Reactant: O/[CH:2]=[C:3](\[CH2:8][C:9]1[CH:10]=[N:11][C:12]([O:15][CH3:16])=[N:13][CH:14]=1)/[C:4]([O:6]C)=O.OS(C(F)(F)F)(=O)=O.[C:25](=[NH:48])([O:27][CH2:28][CH2:29][C:30]1[CH:35]=[CH:34][C:33]([O:36][C:37]2[CH:42]=[CH:41][C:40]([Cl:43])=[C:39]([C:44]([F:47])([F:46])[F:45])[CH:38]=2)=[CH:32][CH:31]=1)[NH2:26].C([O-])([O-])=O.[K+].[K+]. Product: [Cl:43][C:40]1[CH:41]=[CH:42][C:37]([O:36][C:33]2[CH:34]=[CH:35][C:30]([CH2:29][CH2:28][O:27][C:25]3[NH:48][CH:2]=[C:3]([CH2:8][C:9]4[CH:10]=[N:11][C:12]([O:15][CH3:16])=[N:13][CH:14]=4)[C:4](=[O:6])[N:26]=3)=[CH:31][CH:32]=2)=[CH:38][C:39]=1[C:44]([F:45])([F:46])[F:47]. The catalyst class is: 37. (8) Reactant: [Cl:1][C:2]1[N:7]=[C:6]([C:8]([F:11])([F:10])[F:9])[C:5]([C:12](Cl)=[O:13])=[CH:4][N:3]=1.[CH2:15]([NH2:22])[C:16]1[CH:21]=[CH:20][CH:19]=[CH:18][CH:17]=1. Product: [CH2:15]([NH:22][C:12]([C:5]1[C:6]([C:8]([F:11])([F:10])[F:9])=[N:7][C:2]([Cl:1])=[N:3][CH:4]=1)=[O:13])[C:16]1[CH:21]=[CH:20][CH:19]=[CH:18][CH:17]=1. The catalyst class is: 1.